From a dataset of Full USPTO retrosynthesis dataset with 1.9M reactions from patents (1976-2016). Predict the reactants needed to synthesize the given product. (1) Given the product [C:20]([S:22][CH2:2][C:3]1[CH:8]=[CH:7][C:6]([C-:9]2[CH:13]=[CH:12][CH:11]=[CH:10]2)=[CH:5][CH:4]=1)(=[O:23])[CH3:21].[CH-:14]1[CH:18]=[CH:17][CH:16]=[CH:15]1.[Fe+2:19], predict the reactants needed to synthesize it. The reactants are: Br[CH2:2][C:3]1[CH:8]=[CH:7][C:6]([C-:9]2[CH:13]=[CH:12][CH:11]=[CH:10]2)=[CH:5][CH:4]=1.[CH-:14]1[CH:18]=[CH:17][CH:16]=[CH:15]1.[Fe+2:19].[C:20]([O-:23])(=[S:22])[CH3:21].[K+]. (2) Given the product [S:12]([N:1]1[C:9]2[C:4](=[CH:5][CH:6]=[CH:7][CH:8]=2)[C:3]([CH:10]=[O:11])=[CH:2]1)([C:15]1[CH:21]=[CH:20][C:18]([CH3:19])=[CH:17][CH:16]=1)(=[O:14])=[O:13], predict the reactants needed to synthesize it. The reactants are: [NH:1]1[C:9]2[C:4](=[CH:5][CH:6]=[CH:7][CH:8]=2)[C:3]([CH:10]=[O:11])=[CH:2]1.[S:12](Cl)([C:15]1[CH:21]=[CH:20][C:18]([CH3:19])=[CH:17][CH:16]=1)(=[O:14])=[O:13].C(N(C(C)C)CC)(C)C.C(=O)([O-])O.[Na+].